From a dataset of Forward reaction prediction with 1.9M reactions from USPTO patents (1976-2016). Predict the product of the given reaction. (1) The product is: [Si:14]([O:21][CH2:22][C@@H:23]([NH:24][S@:25]([C:27]([CH3:30])([CH3:29])[CH3:28])=[O:26])[C:7]1[CH:12]=[CH:11][C:10]([F:13])=[CH:9][N:8]=1)([C:17]([CH3:20])([CH3:19])[CH3:18])([CH3:16])[CH3:15]. Given the reactants C([Li])CCC.Br[C:7]1[CH:12]=[CH:11][C:10]([F:13])=[CH:9][N:8]=1.[Si:14]([O:21][CH2:22]/[CH:23]=[N:24]/[S@:25]([C:27]([CH3:30])([CH3:29])[CH3:28])=[O:26])([C:17]([CH3:20])([CH3:19])[CH3:18])([CH3:16])[CH3:15].O, predict the reaction product. (2) Given the reactants [CH:1]1[C:11]2[CH2:10][CH2:9][C:8]3[CH:12]=[CH:13][CH:14]=[CH:15][C:7]=3[C:6](=[CH:16][C:17]3[CH:18]=[C:19]([CH:22]=[CH:23][CH:24]=3)[C:20]#[N:21])[C:5]=2[CH:4]=[CH:3][CH:2]=1.[H-].[Al+3].[Li+].[H-].[H-].[H-], predict the reaction product. The product is: [CH:12]1[C:8]2[CH2:9][CH2:10][C:11]3[CH:1]=[CH:2][CH:3]=[CH:4][C:5]=3[C:6](=[CH:16][C:17]3[CH:18]=[C:19]([CH:22]=[CH:23][CH:24]=3)[CH2:20][NH2:21])[C:7]=2[CH:15]=[CH:14][CH:13]=1. (3) Given the reactants [CH3:1][NH:2][CH2:3][CH2:4][OH:5].C(N(CC)CC)C.[C:21](O[C:21]([O:23][C:24]([CH3:27])([CH3:26])[CH3:25])=[O:22])([O:23][C:24]([CH3:27])([CH3:26])[CH3:25])=[O:22], predict the reaction product. The product is: [OH:5][CH2:4][CH2:3][N:2]([CH3:1])[C:21](=[O:22])[O:23][C:24]([CH3:25])([CH3:26])[CH3:27]. (4) Given the reactants C([O:5][C:6](=[O:38])[C:7]1[CH:12]=[CH:11][CH:10]=[C:9]([CH2:13][CH:14]([NH:28][C:29](=[O:35])[CH2:30][CH2:31][C:32](=[O:34])[NH2:33])[B:15]2[O:23]C3C(C)(C4CC(C3)C4(C)C)[O:16]2)[C:8]=1OC)(C)(C)C.B(Br)(Br)Br, predict the reaction product. The product is: [C:32]([CH2:31][CH2:30][C:29]([NH:28][CH:14]1[CH2:13][C:9]2[CH:10]=[CH:11][CH:12]=[C:7]([C:6]([OH:5])=[O:38])[C:8]=2[O:23][B:15]1[OH:16])=[O:35])(=[O:34])[NH2:33]. (5) Given the reactants [NH2:1][C:2]1[C:3]2[S:10][C:9]3[N:11]=[C:12]([N:18]4[CH2:23][CH2:22][C:21](=O)[CH2:20][CH2:19]4)[CH:13]=[C:14]([CH2:15][CH2:16][CH3:17])[C:8]=3[C:4]=2[N:5]=[CH:6][N:7]=1.[NH2:25][CH2:26][C@H:27]([C:29]1[CH:34]=[CH:33][CH:32]=[CH:31][CH:30]=1)[OH:28].C([BH3-])#N, predict the reaction product. The product is: [NH2:1][C:2]1[C:3]2[S:10][C:9]3[N:11]=[C:12]([N:18]4[CH2:19][CH2:20][CH:21]([NH:25][CH2:26][C@H:27]([C:29]5[CH:34]=[CH:33][CH:32]=[CH:31][CH:30]=5)[OH:28])[CH2:22][CH2:23]4)[CH:13]=[C:14]([CH2:15][CH2:16][CH3:17])[C:8]=3[C:4]=2[N:5]=[CH:6][N:7]=1.